From a dataset of Catalyst prediction with 721,799 reactions and 888 catalyst types from USPTO. Predict which catalyst facilitates the given reaction. (1) Reactant: [F:1][C:2]1[CH:7]=[CH:6][C:5]([NH:8][C:9]([CH:11]2[CH:16]3[CH:14]([CH2:15]3)[N:13](C(OC(C)(C)C)=O)[CH2:12]2)=[O:10])=[CH:4][C:3]=1[CH3:24].C(O)(C(F)(F)F)=O. Product: [F:1][C:2]1[CH:7]=[CH:6][C:5]([NH:8][C:9]([CH:11]2[CH:16]3[CH:14]([CH2:15]3)[NH:13][CH2:12]2)=[O:10])=[CH:4][C:3]=1[CH3:24]. The catalyst class is: 2. (2) Reactant: C(C1N[CH2:27][C:11]2[N:12]=[CH:13][N:14]=[C:15]([NH:16][C:17]3[CH:26]=[CH:25][C:20]4[O:21][CH2:22][CH2:23][O:24][C:19]=4[CH:18]=3)[C:10]=2[CH2:9]1)C1C=CC=CC=1.C([O-])=O.[NH4+:32].[CH3:33]O. Product: [O:21]1[CH2:22][CH2:23][O:24][C:19]2[CH:18]=[C:17]([NH:16][C:15]3[C:10]4[CH2:9][NH:32][CH2:33][CH2:27][C:11]=4[N:12]=[CH:13][N:14]=3)[CH:26]=[CH:25][C:20]1=2. The catalyst class is: 522. (3) Product: [Cl:26][C:25]1[C:17]([CH2:16][S:15][C:10]2[CH:11]=[CH:12][CH:13]=[CH:14][C:9]=2[NH:8][C:6](=[O:7])[C:5]([OH:4])([CH3:27])[CH3:28])=[CH:18][C:19]2[O:23][CH2:22][O:21][C:20]=2[CH:24]=1. The catalyst class is: 5. Reactant: C([O:4][C:5]([CH3:28])([CH3:27])[C:6]([NH:8][C:9]1[CH:14]=[CH:13][CH:12]=[CH:11][C:10]=1[S:15][CH2:16][C:17]1[C:25]([Cl:26])=[CH:24][C:20]2[O:21][CH2:22][O:23][C:19]=2[CH:18]=1)=[O:7])(=O)C.C(=O)([O-])[O-].[K+].[K+]. (4) Reactant: [C:1](Cl)([C:14]1[CH:19]=[CH:18][CH:17]=[CH:16][CH:15]=1)([C:8]1[CH:13]=[CH:12][CH:11]=[CH:10][CH:9]=1)[C:2]1[CH:7]=[CH:6][CH:5]=[CH:4][CH:3]=1.[Br:21][C:22]1[N:26]=[C:25]([Br:27])[NH:24][N:23]=1.C(N(CC)CC)C.O. Product: [Br:21][C:22]1[N:26]=[C:25]([Br:27])[N:24]([C:1]([C:14]2[CH:19]=[CH:18][CH:17]=[CH:16][CH:15]=2)([C:8]2[CH:13]=[CH:12][CH:11]=[CH:10][CH:9]=2)[C:2]2[CH:7]=[CH:6][CH:5]=[CH:4][CH:3]=2)[N:23]=1. The catalyst class is: 3. (5) Reactant: [Br:1][C:2]1[CH:3]=[C:4]([O:9][C:10]2[C:11]([F:19])=[C:12]([CH2:17][NH2:18])[CH:13]=[CH:14][C:15]=2[Cl:16])[CH:5]=[C:6]([Cl:8])[CH:7]=1.[Cl:20][C:21]1[N:22]=[CH:23][N:24]([CH2:29][O:30][CH2:31][CH2:32][Si:33]([CH3:36])([CH3:35])[CH3:34])[C:25]=1[C:26](O)=[O:27].C(N(C(C)C)CC)(C)C.CN(C(ON1N=NC2C=CC=NC1=2)=[N+](C)C)C.F[P-](F)(F)(F)(F)F. The catalyst class is: 31. Product: [Br:1][C:2]1[CH:3]=[C:4]([O:9][C:10]2[C:11]([F:19])=[C:12]([CH2:17][NH:18][C:26]([C:25]3[N:24]([CH2:29][O:30][CH2:31][CH2:32][Si:33]([CH3:35])([CH3:34])[CH3:36])[CH:23]=[N:22][C:21]=3[Cl:20])=[O:27])[CH:13]=[CH:14][C:15]=2[Cl:16])[CH:5]=[C:6]([Cl:8])[CH:7]=1. (6) Reactant: [C:1]1([C@H:7]([NH2:9])[CH3:8])[CH:6]=[CH:5][CH:4]=[CH:3][CH:2]=1.C([N:12]([CH2:15]C)CC)C.[OH2:17].N. Product: [C:1]1([C@H:7]([NH:9][C:15]([NH2:12])=[O:17])[CH3:8])[CH:6]=[CH:5][CH:4]=[CH:3][CH:2]=1. The catalyst class is: 7. (7) Reactant: Cl[CH2:2][C:3]([N:5]([CH:17]1[CH:24]2[CH2:25][CH:20]3[CH2:21][CH:22]([CH2:26][CH:18]1[CH2:19]3)[CH2:23]2)[NH:6][C:7]([O:9][CH2:10][C:11]1[CH:16]=[CH:15][CH:14]=[CH:13][CH:12]=1)=[O:8])=[O:4].CC(C)([O-])C.[K+].[Cl-].[NH4+]. Product: [CH:18]12[CH2:26][CH:22]3[CH2:21][CH:20]([CH2:25][CH:24]([CH2:23]3)[CH:17]1[N:5]1[C:3](=[O:4])[CH2:2][N:6]1[C:7]([O:9][CH2:10][C:11]1[CH:16]=[CH:15][CH:14]=[CH:13][CH:12]=1)=[O:8])[CH2:19]2. The catalyst class is: 7. (8) Reactant: [CH3:1][O:2][C:3]1[CH:8]=[C:7]([CH3:9])[CH:6]=[C:5]([O:10][CH3:11])[C:4]=1[CH3:12].CO[C:15](OC)(OC)[C:16]1C=CC=C[CH:17]=1.[K].C(Br)CCC. Product: [CH2:12]([C:4]1[C:5]([O:10][CH3:11])=[CH:6][C:7]([CH3:9])=[CH:8][C:3]=1[O:2][CH3:1])[CH2:15][CH2:16][CH3:17]. The catalyst class is: 1. (9) Reactant: Cl.[Cl:2][CH2:3][C:4](=N)OCC.[NH2:9][C:10]1[CH:11]=[N:12][C:13]2[C:18]([C:19]=1[NH:20][CH:21]([CH3:28])[CH2:22][C:23]([O:25][CH2:26][CH3:27])=[O:24])=[CH:17][CH:16]=[CH:15][CH:14]=2. Product: [Cl:2][CH2:3][C:4]1[N:20]([CH:21]([CH3:28])[CH2:22][C:23]([O:25][CH2:26][CH3:27])=[O:24])[C:19]2[C:18]3[CH:17]=[CH:16][CH:15]=[CH:14][C:13]=3[N:12]=[CH:11][C:10]=2[N:9]=1. The catalyst class is: 22. (10) Reactant: [CH2:1]([N:8]1[C:12]2=[C:13]([N:20]3[CH2:29][CH2:28][C:27]4[C:22](=[CH:23][CH:24]=[CH:25][CH:26]=4)[CH2:21]3)[N:14]=[C:15]([C:17]([OH:19])=[O:18])[CH:16]=[C:11]2[C:10]([CH3:30])=[C:9]1[CH3:31])[C:2]1[CH:7]=[CH:6][CH:5]=[CH:4][CH:3]=1.[OH-].[K+].I[CH3:35].O. Product: [CH3:35][O:18][C:17]([C:15]1[CH:16]=[C:11]2[C:10]([CH3:30])=[C:9]([CH3:31])[N:8]([CH2:1][C:2]3[CH:3]=[CH:4][CH:5]=[CH:6][CH:7]=3)[C:12]2=[C:13]([N:20]2[CH2:29][CH2:28][C:27]3[C:22](=[CH:23][CH:24]=[CH:25][CH:26]=3)[CH2:21]2)[N:14]=1)=[O:19]. The catalyst class is: 9.